From a dataset of Full USPTO retrosynthesis dataset with 1.9M reactions from patents (1976-2016). Predict the reactants needed to synthesize the given product. (1) The reactants are: [Cl:1][C:2]1[N:3]=[C:4]([C:11]([O:13][CH2:14][CH3:15])=C)[C:5]2[CH2:10][CH2:9][CH2:8][C:6]=2[N:7]=1.[Mn]([O-])(=O)(=O)=[O:17].[K+]. Given the product [Cl:1][C:2]1[N:3]=[C:4]([C:11]([O:13][CH2:14][CH3:15])=[O:17])[C:5]2[CH2:10][CH2:9][CH2:8][C:6]=2[N:7]=1, predict the reactants needed to synthesize it. (2) Given the product [CH3:1][C:2]1([CH3:24])[N:6]([C:7]([O:9][C:10]([CH3:11])([CH3:12])[CH3:13])=[O:8])[C@H:5]([CH2:14][CH2:15][CH:16]=[O:17])[C@@H:4]([C:18]2[CH:23]=[CH:22][CH:21]=[CH:20][CH:19]=2)[O:3]1, predict the reactants needed to synthesize it. The reactants are: [CH3:1][C:2]1([CH3:24])[N:6]([C:7]([O:9][C:10]([CH3:13])([CH3:12])[CH3:11])=[O:8])[C@H:5](/[CH:14]=[CH:15]/[CH:16]=[O:17])[C@@H:4]([C:18]2[CH:23]=[CH:22][CH:21]=[CH:20][CH:19]=2)[O:3]1.